Dataset: Full USPTO retrosynthesis dataset with 1.9M reactions from patents (1976-2016). Task: Predict the reactants needed to synthesize the given product. (1) The reactants are: Br[CH2:2][CH2:3][CH2:4][C:5]1[C:13]2[C:8](=[CH:9][CH:10]=[C:11]([Cl:14])[CH:12]=2)[NH:7][CH:6]=1.[N-:15]=[N+:16]=[N-:17].[Na+]. Given the product [N:15]([CH2:2][CH2:3][CH2:4][C:5]1[C:13]2[C:8](=[CH:9][CH:10]=[C:11]([Cl:14])[CH:12]=2)[NH:7][CH:6]=1)=[N+:16]=[N-:17], predict the reactants needed to synthesize it. (2) Given the product [CH3:36][N:35]([CH3:37])[S:32]([C:29]1[CH:30]=[CH:31][C:26]([NH:25][C:2]2[C:3]3[NH:15][N:14]=[CH:13][C:4]=3[N:5]=[C:6]([C:8]3[S:9][CH:10]=[CH:11][CH:12]=3)[N:7]=2)=[CH:27][CH:28]=1)(=[O:33])=[O:34], predict the reactants needed to synthesize it. The reactants are: Cl[C:2]1[C:3]2[C:4](=[CH:13][N:14](CC3C=CC(OC)=CC=3)[N:15]=2)[N:5]=[C:6]([C:8]2[S:9][CH:10]=[CH:11][CH:12]=2)[N:7]=1.[NH2:25][C:26]1[CH:31]=[CH:30][C:29]([S:32]([N:35]([CH3:37])[CH3:36])(=[O:34])=[O:33])=[CH:28][CH:27]=1.Cl. (3) Given the product [CH3:1][N:2]1[C:6]2=[CH:7][CH:8]=[C:9]3[C:14]([N:13]=[C:12]([C:15]4[CH:16]=[C:17]([NH:18][C:32]([NH:40][C:41]5[CH:46]=[CH:45][N:44]=[CH:43][CH:42]=5)=[O:38])[CH:19]=[CH:20][CH:21]=4)[N:11]=[C:10]3[N:22]3[CH2:27][CH2:26][O:25][CH2:24][CH2:23]3)=[C:5]2[CH:4]=[CH:3]1, predict the reactants needed to synthesize it. The reactants are: [CH3:1][N:2]1[C:6]2=[CH:7][CH:8]=[C:9]3[C:14]([N:13]=[C:12]([C:15]4[CH:16]=[C:17]([CH:19]=[CH:20][CH:21]=4)[NH2:18])[N:11]=[C:10]3[N:22]3[CH2:27][CH2:26][O:25][CH2:24][CH2:23]3)=[C:5]2[CH:4]=[CH:3]1.ClC(Cl)(O[C:32](=[O:38])OC(Cl)(Cl)Cl)Cl.[NH2:40][C:41]1[CH:46]=[CH:45][N:44]=[CH:43][CH:42]=1. (4) Given the product [F:1][C:2]1[CH:3]=[CH:4][C:5]([C:37]2[N:42]=[CH:41][CH:40]=[CH:39][N:38]=2)=[C:6]([CH:28]=1)[C:7]([N:9]1[CH2:14][CH2:13][CH2:12][C@@H:11]([CH3:15])[C@H:10]1[CH2:16][N:17]1[C:25](=[O:26])[C:24]2[C:19](=[CH:20][CH:21]=[CH:22][CH:23]=2)[C:18]1=[O:27])=[O:8], predict the reactants needed to synthesize it. The reactants are: [F:1][C:2]1[CH:3]=[CH:4][C:5](I)=[C:6]([CH:28]=1)[C:7]([N:9]1[CH2:14][CH2:13][CH2:12][C@@H:11]([CH3:15])[C@H:10]1[CH2:16][N:17]1[C:25](=[O:26])[C:24]2[C:19](=[CH:20][CH:21]=[CH:22][CH:23]=2)[C:18]1=[O:27])=[O:8].[F-].[Cs+].C([Sn](CCCC)(CCCC)[C:37]1[N:42]=[CH:41][CH:40]=[CH:39][N:38]=1)CCC. (5) The reactants are: [N+:1]([CH2:4][CH2:5][O:6][CH:7]1[CH2:12][CH2:11][CH2:10][CH2:9][O:8]1)([O-:3])=O.[CH2:13]([O:15][C:16](=[O:26])[C:17]#[C:18][C:19]1[CH:24]=[CH:23][CH:22]=[CH:21][C:20]=1[Cl:25])[CH3:14].C1(N=C=O)C=CC(N=C=O)=CC=1.C(N(CC)CC)C. Given the product [CH2:13]([O:15][C:16]([C:17]1[C:4]([CH2:5][O:6][CH:7]2[CH2:12][CH2:11][CH2:10][CH2:9][O:8]2)=[N:1][O:3][C:18]=1[C:19]1[CH:24]=[CH:23][CH:22]=[CH:21][C:20]=1[Cl:25])=[O:26])[CH3:14], predict the reactants needed to synthesize it. (6) Given the product [OH:31][CH2:28][C:29]([NH:27][C@H:24]1[CH2:25][CH2:26][C@H:21]([CH2:20][CH2:19][N:16]2[CH2:17][CH2:18][N:13]([C:8]3[C:7]4[CH:6]=[CH:5][S:4][C:12]=4[CH:11]=[CH:10][N:9]=3)[CH2:14][CH2:15]2)[CH2:22][CH2:23]1)=[O:30], predict the reactants needed to synthesize it. The reactants are: Cl.Cl.Cl.[S:4]1[C:12]2[CH:11]=[CH:10][N:9]=[C:8]([N:13]3[CH2:18][CH2:17][N:16]([CH2:19][CH2:20][C@H:21]4[CH2:26][CH2:25][C@H:24]([NH2:27])[CH2:23][CH2:22]4)[CH2:15][CH2:14]3)[C:7]=2[CH:6]=[CH:5]1.[C:28](O)(=[O:31])[CH2:29][OH:30].